This data is from Forward reaction prediction with 1.9M reactions from USPTO patents (1976-2016). The task is: Predict the product of the given reaction. (1) Given the reactants C(O[C:6]([N:8]1[CH2:13][CH2:12][N:11]([C:14]2[CH:19]=[CH:18][CH:17]=[CH:16][C:15]=2[CH2:20][N:21]2[CH2:25][CH2:24][CH2:23][CH2:22]2)[CH2:10][CH2:9]1)=[O:7])(C)(C)C.C(OC([N:33]1[CH:42]([CH2:43][N:44]([CH2:57][CH2:58][O:59][CH3:60])[CH:45]([CH2:49][C:50]2[CH:55]=[CH:54][C:53]([Cl:56])=[CH:52][CH:51]=2)C([O-])=O)[CH2:41][C:40]2[C:35](=[CH:36][CH:37]=[CH:38][CH:39]=2)[CH2:34]1)=O)(C)(C)C.[Li+], predict the reaction product. The product is: [ClH:56].[ClH:56].[ClH:56].[ClH:56].[Cl:56][C:53]1[CH:52]=[CH:51][C:50]([CH2:49][CH:45]([N:44]([CH2:57][CH2:58][O:59][CH3:60])[CH2:43][CH:42]2[CH2:41][C:40]3[C:35](=[CH:36][CH:37]=[CH:38][CH:39]=3)[CH2:34][NH:33]2)[C:6]([N:8]2[CH2:9][CH2:10][N:11]([C:14]3[CH:19]=[CH:18][CH:17]=[CH:16][C:15]=3[CH2:20][N:21]3[CH2:25][CH2:24][CH2:23][CH2:22]3)[CH2:12][CH2:13]2)=[O:7])=[CH:55][CH:54]=1. (2) Given the reactants Cl[C:2]1[N:3]=[C:4]([NH:11][C:12]2[CH:17]=[CH:16][C:15]([O:18][CH3:19])=[C:14]([O:20][CH3:21])[CH:13]=2)[C:5]2[N:10]=[CH:9][S:8][C:6]=2[N:7]=1.[CH3:22][O:23][C:24](=[O:40])[C:25]1[CH:30]=[CH:29][CH:28]=[C:27](B2OC(C)(C)C(C)(C)O2)[CH:26]=1.C([O-])([O-])=O.[Na+].[Na+].O, predict the reaction product. The product is: [CH3:22][O:23][C:24](=[O:40])[C:25]1[CH:30]=[CH:29][CH:28]=[C:27]([C:2]2[N:3]=[C:4]([NH:11][C:12]3[CH:17]=[CH:16][C:15]([O:18][CH3:19])=[C:14]([O:20][CH3:21])[CH:13]=3)[C:5]3[N:10]=[CH:9][S:8][C:6]=3[N:7]=2)[CH:26]=1. (3) Given the reactants Br[C:2]1[CH:3]=[C:4]2[C@:15]3([CH2:19][O:18][C:17]([NH2:20])=[N:16]3)[C:14]3[C:9](=[CH:10][CH:11]=[C:12](I)[CH:13]=3)[O:8][C:5]2=[N:6][CH:7]=1.I[C:23]1[CH:28]=C[C:26]([OH:29])=[CH:25][CH:24]=1.[C:30]([C:33]1[CH:34]=[C:35](B(O)O)[CH:36]=[N:37][CH:38]=1)#[C:31][CH3:32].O1CC=C(B2OC(C)(C)C(C)(C)O2)CC1, predict the reaction product. The product is: [O:29]1[CH2:28][CH:23]=[C:24]([C:2]2[CH:3]=[C:4]3[C@:15]4([CH2:19][O:18][C:17]([NH2:20])=[N:16]4)[C:14]4[C:9](=[CH:10][CH:11]=[C:12]([C:35]5[CH:36]=[N:37][CH:38]=[C:33]([C:30]#[C:31][CH3:32])[CH:34]=5)[CH:13]=4)[O:8][C:5]3=[N:6][CH:7]=2)[CH2:25][CH2:26]1.